From a dataset of Experimentally validated miRNA-target interactions with 360,000+ pairs, plus equal number of negative samples. Binary Classification. Given a miRNA mature sequence and a target amino acid sequence, predict their likelihood of interaction. (1) The miRNA is mmu-miR-30c-1-3p with sequence CUGGGAGAGGGUUGUUUACUCC. The protein sequence of the target gene is MQEPREQTLSQVNNPDASDEKPETSSLASNLSMSEEIMTCTDYIPRSSNDYTSQMYSAKPYAHILSVPVSETTYPGQTQYQTLQQSQPYAVYPQATQTYGLPPFASSTNASLIPTSSAIANIPAAAVASISNQDYPTYTILGQNQYQACYPSSSFGVTGQTNSDAETTTLAATTYQTEKPSAMVPAPATQRLPSDSSASPPLSQTTPNKDADDQARKNMTVKNRGKRKADASSSQDSELERVFLWDLDETIIIFHSLLTGSYAQKYGKDPTVVIGSGLTMEEMIFEVADTHLFFNDLEEC.... Result: 0 (no interaction). (2) The protein sequence of the target gene is MLGGSLGSRLLRGVGGSHGRFGARGVREGGAAMAAGESMAQRMVWVDLEMTGLDIEKDQIIEMACLITDSDLNILAEGPNLIIKQPDELLDSMSDWCKEHHGKSGLTKAVKESTITLQQAEYEFLSFVRQQTPPGLCPLAGNSVHEDKKFLDKYMPQFMKHLHYRIIDVSTVKELCRRWYPEEYEFAPKKAASHRALDDISESIKELQFYRNNIFKKKIDEKKRKIIENGENEKTVS. The miRNA is hsa-miR-4516 with sequence GGGAGAAGGGUCGGGGC. Result: 1 (interaction). (3) The miRNA is hsa-miR-3689c with sequence CUGGGAGGUGUGAUAUUGUGGU. The protein sequence of the target gene is MDLGPLNICEEMTILHGGFLLAEQLFHPKALAELTKSDWERVGRPIVEALREISSAAAHSQPFAWKKKALIIIWAKVLQPHPVTPSDTETRWQEDLFFSVGNMIPTINHTILFELLKSLEASGLFIQLLMALPTTICHAELERFLEHVTVDTSAEDVAFFLDVWWEVMKHKGHPQDPLLSQFSAMAHKYLPALDEFPHPPKRLRSDPDACPTMPLLAMLLRGLTQIQSRILGPGRKCCALANLADMLTVFALTEDDPQEVSATVYLDKLATVISVWNSDTQNPYHQQALAEKVKEAERDV.... Result: 1 (interaction). (4) The miRNA is hsa-miR-100-5p with sequence AACCCGUAGAUCCGAACUUGUG. The protein sequence of the target gene is MAAGLRKRGRSGSAAQAEGLCKQWLQRAWQERRLLLREPRYTLLVAACLCLAEVGITFWVIHRVAYTEIDWKAYMAEVEGVINGTYDYTQLQGDTGPLVYPAGFVYIFMGLYYATSRGTDIRMAQNIFAVLYLATLLLVFLIYHQTCKVPPFVFFFMCCASYRVHSIFVLRLFNDPVAMVLLFLSINLLLAQRWGWGCCFFSLAVSVKMNVLLFAPGLLFLLLTQFGFRGALPKLGICAGLQVVLGLPFLLENPSGYLSRSFDLGRQFLFHWTVNWRFLPEALFLHRAFHLALLTAHLTL.... Result: 1 (interaction). (5) The miRNA is mmu-miR-1931 with sequence AUGCAAGGGCUGGUGCGAUGGC. The protein sequence of the target gene is MATTATCTRFTDDYQLFEELGKGAFSVVRRCVKKTSTQEYAAKIINTKKLSARDHQKLEREARICRLLKHPNIVRLHDSISEEGFHYLVFDLVTGGELFEDIVAREYYSEADASHCIHQILESVNHIHQHDIVHRDLKPENLLLASKCKGAAVKLADFGLAIEVQGEQQAWFGFAGTPGYLSPEVLRKDPYGKPVDIWACGVILYILLVGYPPFWDEDQHKLYQQIKAGAYDFPSPEWDTVTPEAKNLINQMLTINPAKRITADQALKHPWVCQRSTVASMMHRQETVECLRKFNARRKL.... Result: 0 (no interaction). (6) The miRNA is cel-miR-1820-5p with sequence UUUUGAUUGUUUUUCGAUGAUGUUCG. The protein sequence of the target gene is MVELVISPSLTVNSDCLDKLKFNRADAAVWTLSDRQGITKSAPLRVSQLFSRSCPRVLPRQPSTAMAAYGQTQYSAGIQQATPYTAYPPPAQAYGIPSYSIKTEDSLNHSPGQSGFLSYGSSFSTSPTGQSPYTYQMHGTTGFYQGGNGLGNAAGFGSVHQDYPSYPGFPQSQYPQYYGSSYNPPYVPASSICPSPLSTSTYVLQEASHNVPNQSSESLAGEYNTHNGPSTPAKEGDTDRPHRASDGKLRGRSKRSSDPSPAGDNEIERVFVWDLDETIIIFHSLLTGTFASRYGKDTTT.... Result: 0 (no interaction).